This data is from Full USPTO retrosynthesis dataset with 1.9M reactions from patents (1976-2016). The task is: Predict the reactants needed to synthesize the given product. (1) Given the product [CH2:7]([C:9]1[CH:10]=[CH:11][CH:12]=[C:13]2[C:17]=1[NH:16][CH:15]=[C:14]2[CH:18]([C:25]1[CH:26]=[CH:27][C:28]([C:31]([F:33])([F:32])[F:34])=[CH:29][CH:30]=1)[CH2:19][CH2:20][OH:21])[CH3:8], predict the reactants needed to synthesize it. The reactants are: [H-].[Al+3].[Li+].[H-].[H-].[H-].[CH2:7]([C:9]1[CH:10]=[CH:11][CH:12]=[C:13]2[C:17]=1[NH:16][CH:15]=[C:14]2[CH:18]([C:25]1[CH:30]=[CH:29][C:28]([C:31]([F:34])([F:33])[F:32])=[CH:27][CH:26]=1)[CH2:19][C:20](OCC)=[O:21])[CH3:8].C(O)(C)C.[Cl-].[NH4+]. (2) Given the product [Cl:26][C:25]1[CH:24]=[CH:23][CH:22]=[C:21]([Cl:27])[C:20]=1[NH:19][C:12]1[CH:11]=[CH:10][CH:9]=[CH:14][C:13]=1[CH2:15][C:16]([O:8][CH2:7][CH2:6][N:1]1[CH:5]=[CH:4][N:3]=[CH:2]1)=[O:17], predict the reactants needed to synthesize it. The reactants are: [N:1]1([CH2:6][CH2:7][OH:8])[CH:5]=[CH:4][N:3]=[CH:2]1.[CH:9]1[CH:14]=[C:13]([CH2:15][C:16](O)=[O:17])[C:12]([NH:19][C:20]2[C:25]([Cl:26])=[CH:24][CH:23]=[CH:22][C:21]=2[Cl:27])=[CH:11][CH:10]=1.CN(C1C=CC=CN=1)C.C1(N=C=NC2CCCCC2)CCCCC1. (3) Given the product [CH3:1][C:2]1[N:3]=[C:4]2[CH:9]=[CH:8][C:7]([NH:10][C:11]([C:13]3[CH:14]=[CH:15][C:16]([CH:19]4[CH2:20][CH2:21][N:22]([C:25]([O:27][C:28]([CH3:30])([CH3:29])[CH3:31])=[O:26])[CH2:23][CH2:24]4)=[N:17][CH:18]=3)=[O:12])=[CH:6][N:5]2[CH:32]=1, predict the reactants needed to synthesize it. The reactants are: [CH3:1][C:2]1[N:3]=[C:4]2[CH:9]=[CH:8][C:7]([NH:10][C:11]([C:13]3[CH:14]=[CH:15][C:16]([C:19]4[CH2:24][CH2:23][N:22]([C:25]([O:27][C:28]([CH3:31])([CH3:30])[CH3:29])=[O:26])[CH2:21][CH:20]=4)=[N:17][CH:18]=3)=[O:12])=[CH:6][N:5]2[CH:32]=1. (4) Given the product [C:18]([CH:17]([NH:16][C:2]1[C:11]([C:12]([OH:14])=[O:13])=[CH:10][C:9]2[C:4](=[CH:5][CH:6]=[C:7]([Cl:15])[CH:8]=2)[N:3]=1)[CH2:21][C:22]1[CH:23]=[CH:24][C:25]([NH:28][C:29]2[C:38]3[C:33](=[CH:34][C:35]([Cl:39])=[CH:36][CH:37]=3)[N:32]=[CH:31][CH:30]=2)=[CH:26][CH:27]=1)([OH:20])=[O:19], predict the reactants needed to synthesize it. The reactants are: Cl[C:2]1[C:11]([C:12]([OH:14])=[O:13])=[CH:10][C:9]2[C:4](=[CH:5][CH:6]=[C:7]([Cl:15])[CH:8]=2)[N:3]=1.[NH2:16][CH:17]([CH2:21][C:22]1[CH:27]=[CH:26][C:25]([NH:28][C:29]2[C:38]3[C:33](=[CH:34][C:35]([Cl:39])=[CH:36][CH:37]=3)[N:32]=[CH:31][CH:30]=2)=[CH:24][CH:23]=1)[C:18]([OH:20])=[O:19]. (5) The reactants are: [Li][CH2:2][CH2:3][CH2:4][CH3:5].C([NH:8][CH3:9])C.[CH:10]([Ge:13](C(C)C)([CH:15]([CH3:17])[CH3:16])Cl)([CH3:12])[CH3:11].[CH3:21]COCC. Given the product [CH2:3]([C:4]([Ge:13]([NH:8][CH3:9])([CH:15]([CH3:17])[CH3:16])[CH:10]([CH3:12])[CH3:11])([CH3:5])[CH3:21])[CH3:2], predict the reactants needed to synthesize it. (6) Given the product [C:53]([C@H:50]1[CH2:51][CH2:52][C@H:47]([N:3]([CH2:1][CH3:2])[S:4]([C:7]2[CH:8]=[C:9]([CH:44]=[CH:45][CH:46]=2)[C:10]([NH:12][C:13]2[S:14][C:15]3[CH2:43][CH2:42][CH2:41][CH2:40][C:16]=3[C:17]=2[C:18]([NH:20][C:21]2[CH:26]=[CH:25][C:24]([CH2:27][CH2:28][CH2:29][C:30]3[CH:31]=[CH:32][C:33]([C:34]([OH:36])=[O:35])=[CH:38][CH:39]=3)=[CH:23][CH:22]=2)=[O:19])=[O:11])(=[O:6])=[O:5])[CH2:48][CH2:49]1)([OH:55])=[O:54], predict the reactants needed to synthesize it. The reactants are: [CH2:1]([N:3]([C@H:47]1[CH2:52][CH2:51][C@H:50]([C:53]([O:55]C)=[O:54])[CH2:49][CH2:48]1)[S:4]([C:7]1[CH:8]=[C:9]([CH:44]=[CH:45][CH:46]=1)[C:10]([NH:12][C:13]1[S:14][C:15]2[CH2:43][CH2:42][CH2:41][CH2:40][C:16]=2[C:17]=1[C:18]([NH:20][C:21]1[CH:26]=[CH:25][C:24]([CH2:27][CH2:28][CH2:29][C:30]2[CH:39]=[CH:38][C:33]([C:34]([O:36]C)=[O:35])=[CH:32][CH:31]=2)=[CH:23][CH:22]=1)=[O:19])=[O:11])(=[O:6])=[O:5])[CH3:2].CO.[OH-].[Na+]. (7) Given the product [C:8]([C:12]1[CH:13]=[C:14]([NH:30][S:31]([CH3:34])(=[O:33])=[O:32])[C:15]([O:28][CH3:29])=[C:16]([NH:18][C:19](=[O:27])[NH:35][C:36]2[C:45]3[C:40](=[CH:41][CH:42]=[CH:43][CH:44]=3)[C:39]([O:46][C:47]3[CH:52]=[CH:51][N:50]=[C:49]([NH:53][C:54]4[CH:59]=[CH:58][C:57]([P:60]([C:65]5[CH:70]=[CH:69][CH:68]=[CH:67][CH:66]=5)(=[O:64])[O:61][CH2:62][CH3:63])=[C:56]([O:71][CH3:72])[CH:55]=4)[CH:48]=3)=[CH:38][CH:37]=2)[CH:17]=1)([CH3:9])([CH3:10])[CH3:11], predict the reactants needed to synthesize it. The reactants are: C(N(CC)CC)C.[C:8]([C:12]1[CH:13]=[C:14]([NH:30][S:31]([CH3:34])(=[O:33])=[O:32])[C:15]([O:28][CH3:29])=[C:16]([NH:18][C:19](=[O:27])OC2C=CC=CC=2)[CH:17]=1)([CH3:11])([CH3:10])[CH3:9].[NH2:35][C:36]1[C:45]2[C:40](=[CH:41][CH:42]=[CH:43][CH:44]=2)[C:39]([O:46][C:47]2[CH:52]=[CH:51][N:50]=[C:49]([NH:53][C:54]3[CH:59]=[CH:58][C:57]([P:60]([C:65]4[CH:70]=[CH:69][CH:68]=[CH:67][CH:66]=4)(=[O:64])[O:61][CH2:62][CH3:63])=[C:56]([O:71][CH3:72])[CH:55]=3)[CH:48]=2)=[CH:38][CH:37]=1.C(=O)(O)[O-].[NH4+].